Dataset: Forward reaction prediction with 1.9M reactions from USPTO patents (1976-2016). Task: Predict the product of the given reaction. (1) Given the reactants [F:1][C:2]([F:13])([F:12])[C:3](=[O:11])[C:4]([F:10])([F:9])[C:5]([F:8])([F:7])[F:6], predict the reaction product. The product is: [C:2]([C:3]([C:4]([C:5]([F:6])([F:7])[F:8])([F:9])[F:10])=[O:11])([F:13])([F:12])[F:1].[F:1][C:2]([F:12])([F:13])[C:3](=[O:11])[C:4]([F:10])([F:9])[C:5]([F:8])([F:7])[F:6]. (2) Given the reactants [NH2:1][C:2]1[CH:28]=[CH:27][C:5]2[N:6]([CH:9]([C:15]3[CH:20]=[CH:19][C:18]([C:21]4[CH:26]=[CH:25][CH:24]=[CH:23][CH:22]=4)=[CH:17][CH:16]=3)[CH2:10][C:11]([O:13][CH3:14])=[O:12])[CH:7]=[N:8][C:4]=2[CH:3]=1.[C:29]1([S:35](Cl)(=[O:37])=[O:36])[CH:34]=[CH:33][CH:32]=[CH:31][CH:30]=1.C(N(CC)C(C)C)(C)C, predict the reaction product. The product is: [C:18]1([C:21]2[CH:22]=[CH:23][CH:24]=[CH:25][CH:26]=2)[CH:19]=[CH:20][C:15]([CH:9]([N:6]2[C:5]3[CH:27]=[CH:28][C:2]([NH:1][S:35]([C:29]4[CH:34]=[CH:33][CH:32]=[CH:31][CH:30]=4)(=[O:37])=[O:36])=[CH:3][C:4]=3[N:8]=[CH:7]2)[CH2:10][C:11]([O:13][CH3:14])=[O:12])=[CH:16][CH:17]=1. (3) Given the reactants C(OC([NH:11][C@@H:12]([CH3:30])[CH:13]([O:22][Si:23]([C:26]([CH3:29])([CH3:28])[CH3:27])([CH3:25])[CH3:24])[C:14]([CH3:21])([CH3:20])[C:15](OCC)=[O:16])=O)C1C=CC=CC=1, predict the reaction product. The product is: [Si:23]([O:22][C@@H:13]1[C@H:12]([CH3:30])[NH:11][C:15](=[O:16])[C:14]1([CH3:21])[CH3:20])([C:26]([CH3:29])([CH3:28])[CH3:27])([CH3:25])[CH3:24].[Si:23]([O:22][C@H:13]1[C@H:12]([CH3:30])[NH:11][C:15](=[O:16])[C:14]1([CH3:21])[CH3:20])([C:26]([CH3:29])([CH3:28])[CH3:27])([CH3:25])[CH3:24].